Dataset: Forward reaction prediction with 1.9M reactions from USPTO patents (1976-2016). Task: Predict the product of the given reaction. Given the reactants [C:1]([C:4]1[C:8]([CH3:9])=[N:7][N:6]([CH:10]2[CH2:15][CH2:14][CH2:13][CH2:12][CH2:11]2)[C:5]=1[NH:16][C:17]([CH:19]1[CH2:24][CH2:23][CH2:22][N:21]([C:25](=[O:37])[C:26]2[CH:31]=[CH:30][CH:29]=[CH:28][C:27]=2[NH:32][S:33]([CH3:36])(=[O:35])=[O:34])[CH2:20]1)=O)(=[O:3])[NH2:2], predict the reaction product. The product is: [CH:10]1([N:6]2[C:5]3[N:16]=[C:17]([CH:19]4[CH2:24][CH2:23][CH2:22][N:21]([C:25]([C:26]5[CH:31]=[CH:30][CH:29]=[CH:28][C:27]=5[NH:32][S:33]([CH3:36])(=[O:34])=[O:35])=[O:37])[CH2:20]4)[NH:2][C:1](=[O:3])[C:4]=3[C:8]([CH3:9])=[N:7]2)[CH2:15][CH2:14][CH2:13][CH2:12][CH2:11]1.